This data is from Reaction yield outcomes from USPTO patents with 853,638 reactions. The task is: Predict the reaction yield, written as a fraction of the theoretical maximum amount of product (1.0 means a 100% yield; for example, 0.34 means a 34% yield). (1) The reactants are [CH3:1][O:2][C:3]1[CH:4]=[C:5]([CH:9]=[CH:10][CH:11]=1)[CH2:6][CH2:7][NH2:8].[Cl:12][C:13]1[N:18]=[C:17](Cl)[C:16]([Cl:20])=[CH:15][N:14]=1.C(=O)([O-])[O-].[K+].[K+]. The catalyst is CN(C)C=O. The product is [Cl:12][C:13]1[N:18]=[C:17]([NH:8][CH2:7][CH2:6][C:5]2[CH:9]=[CH:10][CH:11]=[C:3]([O:2][CH3:1])[CH:4]=2)[C:16]([Cl:20])=[CH:15][N:14]=1. The yield is 0.950. (2) The reactants are [C:1]1([C:7]2[O:11][N:10]=[C:9]([C:12]3[C:24]4[CH2:23][CH2:22][C:21]5[N:20]=[C:19]([CH:25]([OH:28])CO)[CH:18]=[CH:17][C:16]=5[C:15]=4[O:14][N:13]=3)[C:8]=2[C:29]([F:32])([F:31])[F:30])[CH:6]=[CH:5][CH:4]=[CH:3][CH:2]=1.I([O-])(=O)(=O)=O.[Na+].O. The catalyst is C1COCC1.C(OCC)(=O)C. The product is [C:1]1([C:7]2[O:11][N:10]=[C:9]([C:12]3[C:24]4[CH2:23][CH2:22][C:21]5[N:20]=[C:19]([CH:25]=[O:28])[CH:18]=[CH:17][C:16]=5[C:15]=4[O:14][N:13]=3)[C:8]=2[C:29]([F:31])([F:32])[F:30])[CH:2]=[CH:3][CH:4]=[CH:5][CH:6]=1. The yield is 1.00.